Dataset: HIV replication inhibition screening data with 41,000+ compounds from the AIDS Antiviral Screen. Task: Binary Classification. Given a drug SMILES string, predict its activity (active/inactive) in a high-throughput screening assay against a specified biological target. (1) The compound is COS(=O)(=O)OCCC(NC(=O)OCc1ccccc1)C(=O)OCc1ccccc1. The result is 0 (inactive). (2) The result is 0 (inactive). The molecule is N#Cc1c(Cl)c2ccccc2n2c1nc1ccccc12. (3) The drug is CCOC(=O)c1c(SC)nc(-c2ccc(Cl)cc2)sc1=N.[O-][Cl+3]([O-])([O-])O. The result is 0 (inactive). (4) The result is 0 (inactive). The compound is OCc1ccc2c(c1)CC1(C2)Cc2cc3c(cc2C1)CCC3. (5) The molecule is CP(C)(=S)P(C)(C)=S. The result is 0 (inactive).